The task is: Predict the product of the given reaction.. This data is from Forward reaction prediction with 1.9M reactions from USPTO patents (1976-2016). (1) The product is: [NH2:11][C@@H:3]([CH2:4][C:5]1[CH:10]=[CH:9][CH:8]=[CH:7][CH:6]=1)[C:2]([NH:19][C:20]1[S:24][C:23]([C:25]2[CH:30]=[CH:29][N:28]=[CH:27][CH:26]=2)=[N:22][CH:21]=1)=[O:1]. Given the reactants [O:1]=[C:2]([NH:19][C:20]1[S:24][C:23]([C:25]2[CH:30]=[CH:29][N:28]=[CH:27][CH:26]=2)=[N:22][CH:21]=1)[C@@H:3]([NH:11]C(=O)OC(C)(C)C)[CH2:4][C:5]1[CH:10]=[CH:9][CH:8]=[CH:7][CH:6]=1.C(Cl)Cl.C(O)(C(F)(F)F)=O, predict the reaction product. (2) Given the reactants Br[C:2]1[CH:3]=[C:4]([CH:8]2[CH2:17][C:16]([CH3:19])([CH3:18])[C:15]3[C:10](=[C:11]([CH3:22])[CH:12]=[C:13]([C:20]#[N:21])[CH:14]=3)[NH:9]2)[CH:5]=[CH:6][CH:7]=1.[NH2:23][C:24]1([C:27]([OH:29])=[O:28])[CH2:26][CH2:25]1.C(=O)([O-])[O-].[K+].[K+], predict the reaction product. The product is: [C:20]([C:13]1[CH:14]=[C:15]2[C:10](=[C:11]([CH3:22])[CH:12]=1)[NH:9][CH:8]([C:4]1[CH:3]=[C:2]([NH:23][C:24]3([C:27]([OH:29])=[O:28])[CH2:26][CH2:25]3)[CH:7]=[CH:6][CH:5]=1)[CH2:17][C:16]2([CH3:19])[CH3:18])#[N:21]. (3) The product is: [NH2:1][C:2]1[N:3]=[C:4]([OH:8])[CH:5]=[CH:6][C:7]=1[Br:9]. Given the reactants [NH2:1][C:2]1[CH:7]=[CH:6][CH:5]=[C:4]([OH:8])[N:3]=1.[Br:9]Br, predict the reaction product. (4) Given the reactants C(=O)([O-])[O-].[Na+].[Na+].[CH2:7]([NH2:15])[CH2:8][C:9]1[CH:14]=[CH:13][CH:12]=[CH:11][CH:10]=1.[C:16](Cl)(=[O:23])[C:17]1[CH:22]=[CH:21][CH:20]=[CH:19][CH:18]=1, predict the reaction product. The product is: [CH2:7]([NH:15][C:16](=[O:23])[C:17]1[CH:22]=[CH:21][CH:20]=[CH:19][CH:18]=1)[CH2:8][C:9]1[CH:14]=[CH:13][CH:12]=[CH:11][CH:10]=1. (5) Given the reactants Cl[C:2]1[N:7]=[C:6]([N:8]2[CH2:12][CH2:11][C@@H:10]([NH:13]C(=O)OC(C)(C)C)[CH2:9]2)[CH:5]=[C:4]([CH:21]2[CH2:26][CH2:25][CH2:24][CH2:23][CH2:22]2)[N:3]=1.COC1C=CC(C[NH2:34])=CC=1.C(N(CC)CC)C, predict the reaction product. The product is: [NH2:13][C@@H:10]1[CH2:11][CH2:12][N:8]([C:6]2[CH:5]=[C:4]([CH:21]3[CH2:22][CH2:23][CH2:24][CH2:25][CH2:26]3)[N:3]=[C:2]([NH2:34])[N:7]=2)[CH2:9]1. (6) Given the reactants [SH:1][C:2]1[O:6][C:5]([C:7]2[CH:12]=[CH:11][N:10]=[C:9]([NH:13][C:14](=[O:23])[CH2:15][CH2:16][C:17]3[CH:22]=[CH:21][CH:20]=[CH:19][CH:18]=3)[CH:8]=2)=[N:4][N:3]=1.[CH3:24][O:25][C:26]1[CH:33]=[CH:32][C:29]([CH2:30]Br)=[CH:28][C:27]=1[C:34]([F:37])([F:36])[F:35], predict the reaction product. The product is: [CH3:24][O:25][C:26]1[CH:33]=[CH:32][C:29]([CH2:30][S:1][C:2]2[O:6][C:5]([C:7]3[CH:12]=[CH:11][N:10]=[C:9]([NH:13][C:14](=[O:23])[CH2:15][CH2:16][C:17]4[CH:18]=[CH:19][CH:20]=[CH:21][CH:22]=4)[CH:8]=3)=[N:4][N:3]=2)=[CH:28][C:27]=1[C:34]([F:35])([F:37])[F:36]. (7) Given the reactants [Cl:1][C:2]1[CH:7]=[CH:6][C:5](B(O)O)=[CH:4][CH:3]=1.[CH3:11][C:12]1[CH:13]=[C:14]([CH:16]=[CH:17][C:18]=1Br)[NH2:15].C1(C)C=CC=CC=1.C(=O)([O-])[O-].[K+].[K+], predict the reaction product. The product is: [ClH:1].[Cl:1][C:2]1[CH:7]=[CH:6][C:5]([C:18]2[CH:17]=[CH:16][C:14]([NH2:15])=[CH:13][C:12]=2[CH3:11])=[CH:4][CH:3]=1. (8) Given the reactants [H-].[Na+].[CH2:3]([C:6]1[CH:11]=[CH:10][CH:9]=[C:8]([C:12]2[C:17]([Cl:18])=[CH:16][CH:15]=[CH:14][C:13]=2[Cl:19])[C:7]=1[OH:20])[CH:4]=[CH2:5].[CH2:21](Br)[C:22]1[CH:27]=[CH:26][CH:25]=[CH:24][CH:23]=1, predict the reaction product. The product is: [CH2:3]([C:6]1[C:7]([O:20][CH2:21][C:22]2[CH:27]=[CH:26][CH:25]=[CH:24][CH:23]=2)=[C:8]([C:12]2[C:17]([Cl:18])=[CH:16][CH:15]=[CH:14][C:13]=2[Cl:19])[CH:9]=[CH:10][CH:11]=1)[CH:4]=[CH2:5]. (9) Given the reactants [CH:1]1([C:6]2[CH:11]=[CH:10][CH:9]=[CH:8][C:7]=2[OH:12])[CH2:5][CH2:4][CH2:3][CH2:2]1.[Br-:13].[Br-].[Br-].C([N+](CCCC)(CCCC)CCCC)CCC.C([N+](CCCC)(CCCC)CCCC)CCC.C([N+](CCCC)(CCCC)CCCC)CCC, predict the reaction product. The product is: [Br:13][C:10]1[CH:9]=[CH:8][C:7]([OH:12])=[C:6]([CH:1]2[CH2:2][CH2:3][CH2:4][CH2:5]2)[CH:11]=1.